Dataset: TCR-epitope binding with 47,182 pairs between 192 epitopes and 23,139 TCRs. Task: Binary Classification. Given a T-cell receptor sequence (or CDR3 region) and an epitope sequence, predict whether binding occurs between them. (1) The epitope is IQYIDIGNY. The TCR CDR3 sequence is CASSLGTGFYGYTF. Result: 0 (the TCR does not bind to the epitope). (2) The epitope is SLFNTVATLY. The TCR CDR3 sequence is CASSLEVGQETQYF. Result: 0 (the TCR does not bind to the epitope).